From a dataset of Catalyst prediction with 721,799 reactions and 888 catalyst types from USPTO. Predict which catalyst facilitates the given reaction. (1) Reactant: CO.[CH:3]1([N:9]2[C:17]3[C:16](=[O:18])[NH:15][C:14]([C:19]4[CH:24]=[CH:23][C:22](/[CH:25]=[CH:26]/[C:27]([O:29]C)=[O:28])=[CH:21][C:20]=4[O:31][CH3:32])=[N:13][C:12]=3[C:11]([CH3:33])=[N:10]2)[CH2:8][CH2:7][CH2:6][CH2:5][CH2:4]1.[OH-].[Na+]. Product: [CH:3]1([N:9]2[C:17]3[C:16](=[O:18])[NH:15][C:14]([C:19]4[CH:24]=[CH:23][C:22](/[CH:25]=[CH:26]/[C:27]([OH:29])=[O:28])=[CH:21][C:20]=4[O:31][CH3:32])=[N:13][C:12]=3[C:11]([CH3:33])=[N:10]2)[CH2:4][CH2:5][CH2:6][CH2:7][CH2:8]1. The catalyst class is: 6. (2) Reactant: [CH2:1]([Br:8])[C:2]1[CH:7]=[CH:6][CH:5]=[CH:4][CH:3]=1.[S:9]1[CH2:13][CH2:12][CH2:11][CH2:10]1. Product: [Br-:8].[CH2:1]([S+:9]1[CH2:13][CH2:12][CH2:11][CH2:10]1)[C:2]1[CH:7]=[CH:6][CH:5]=[CH:4][CH:3]=1. The catalyst class is: 21. (3) Product: [F:35][C:2]1([F:1])[O:6][C:5]2[CH:7]=[CH:8][C:9]([C:11]3([C:14]([NH:16][C:17]4[N:18]=[C:19]([C:27]5[CH:32]=[CH:31][C:30](=[O:33])[NH:29][CH:28]=5)[C:20]5[C:25]([CH:26]=4)=[CH:24][CH:23]=[CH:22][CH:21]=5)=[O:15])[CH2:13][CH2:12]3)=[CH:10][C:4]=2[O:3]1. The catalyst class is: 393. Reactant: [F:1][C:2]1([F:35])[O:6][C:5]2[CH:7]=[CH:8][C:9]([C:11]3([C:14]([NH:16][C:17]4[N:18]=[C:19]([C:27]5[CH:28]=[N:29][C:30]([O:33]C)=[CH:31][CH:32]=5)[C:20]5[C:25]([CH:26]=4)=[CH:24][CH:23]=[CH:22][CH:21]=5)=[O:15])[CH2:13][CH2:12]3)=[CH:10][C:4]=2[O:3]1.C(N(CC)CC)C. (4) Reactant: CS(O[CH2:6][CH2:7][C:8]1[CH:13]=[CH:12][C:11]([NH:14][C:15]2[N:24]=[CH:23][C:22]3[CH2:21][C@@H:20]([C:25]4[CH:30]=[CH:29][C:28]([Cl:31])=[C:27]([Cl:32])[CH:26]=4)[C:19]4[CH:33]=[CH:34][CH:35]=[CH:36][C:18]=4[C:17]=3[N:16]=2)=[CH:10][CH:9]=1)(=O)=O.[CH3:37][NH:38][CH2:39][CH2:40][CH2:41][CH3:42]. Product: [ClH:31].[CH2:39]([N:38]([CH3:37])[CH2:6][CH2:7][C:8]1[CH:13]=[CH:12][C:11]([NH:14][C:15]2[N:24]=[CH:23][C:22]3[CH2:21][C@@H:20]([C:25]4[CH:30]=[CH:29][C:28]([Cl:31])=[C:27]([Cl:32])[CH:26]=4)[C:19]4[CH:33]=[CH:34][CH:35]=[CH:36][C:18]=4[C:17]=3[N:16]=2)=[CH:10][CH:9]=1)[CH2:40][CH2:41][CH3:42]. The catalyst class is: 66. (5) Reactant: [Br:1][C:2]1[CH:3]=[CH:4][C:5]([F:9])=[C:6]([CH:8]=1)[NH2:7].[C:10](OC(=O)C)(=[O:12])[CH3:11]. Product: [Br:1][C:2]1[CH:3]=[CH:4][C:5]([F:9])=[C:6]([NH:7][C:10](=[O:12])[CH3:11])[CH:8]=1. The catalyst class is: 15.